This data is from Forward reaction prediction with 1.9M reactions from USPTO patents (1976-2016). The task is: Predict the product of the given reaction. The product is: [F:23][CH:22]([F:24])[C:21](=[S:38])[NH:20][CH2:19][C@@H:17]1[O:16][C:15](=[O:26])[N:14]([C:11]2[CH:12]=[CH:13][C:8]([N:5]3[CH2:6][CH2:7][S:2](=[O:28])(=[O:1])[CH2:3][CH2:4]3)=[C:9]([F:27])[CH:10]=2)[CH2:18]1. Given the reactants [O:1]=[S:2]1(=[O:28])[CH2:7][CH2:6][N:5]([C:8]2[CH:13]=[CH:12][C:11]([N:14]3[CH2:18][C@H:17]([CH2:19][NH:20][C:21](=O)[CH:22]([F:24])[F:23])[O:16][C:15]3=[O:26])=[CH:10][C:9]=2[F:27])[CH2:4][CH2:3]1.COC1C=CC(P2(SP(C3C=CC(OC)=CC=3)(=S)S2)=[S:38])=CC=1, predict the reaction product.